From a dataset of Full USPTO retrosynthesis dataset with 1.9M reactions from patents (1976-2016). Predict the reactants needed to synthesize the given product. (1) Given the product [N:2]1([CH:15]2[CH2:20][CH2:19][CH2:18][N:17]([CH2:23][CH2:22][C:21]#[N:24])[CH2:16]2)[C:13]2=[C:14]3[C:9](=[CH:10][CH:11]=[CH:12]2)[CH:8]=[N:7][CH:6]=[C:5]3[CH2:4][CH2:3]1, predict the reactants needed to synthesize it. The reactants are: Cl.[N:2]1([CH:15]2[CH2:20][CH2:19][CH2:18][NH:17][CH2:16]2)[C:13]2=[C:14]3[C:9](=[CH:10][CH:11]=[CH:12]2)[CH:8]=[N:7][CH:6]=[C:5]3[CH2:4][CH2:3]1.[C:21](#[N:24])[CH:22]=[CH2:23]. (2) Given the product [CH3:15][C:9]1[CH:8]=[N:7][C:6]2[O:5][CH2:4][C:3](=[O:2])[NH:12][C:11]=2[CH:10]=1, predict the reactants needed to synthesize it. The reactants are: C[O:2][C:3](=O)[CH2:4][O:5][C:6]1[C:11]([N+:12]([O-])=O)=[CH:10][C:9]([CH3:15])=[CH:8][N:7]=1.[Sn](Cl)(Cl)(Cl)Cl.[OH-].[Na+]. (3) Given the product [C:12]([O:8][CH:6]1[CH:5]([CH:9]([CH3:11])[CH3:10])[CH2:4][CH2:3][CH:2]([CH3:1])[CH2:7]1)(=[O:19])[C:13]1[CH:18]=[CH:17][CH:16]=[CH:15][CH:14]=1, predict the reactants needed to synthesize it. The reactants are: [CH3:1][C@H:2]1[CH2:7][C@@H:6]([OH:8])[C@H:5]([CH:9]([CH3:11])[CH3:10])[CH2:4][CH2:3]1.[C:12](Cl)(=[O:19])[C:13]1[CH:18]=[CH:17][CH:16]=[CH:15][CH:14]=1. (4) Given the product [CH3:49][O:48][C:45]1[CH:46]=[CH:47][C:42]([NH:39][C:40]([NH:38][C:35]2[CH:36]=[C:37]3[C:32](=[CH:33][CH:34]=2)[NH:31][N:30]=[C:29]3[C:26]2[CH:27]=[CH:28][C:23]([O:22][CH:19]3[CH2:18][CH2:17][N:16]([CH3:15])[CH2:21][CH2:20]3)=[CH:24][CH:25]=2)=[O:41])=[C:43]([CH3:50])[CH:44]=1.[C:3]([OH:5])([C:2]([F:7])([F:6])[F:1])=[O:4], predict the reactants needed to synthesize it. The reactants are: [F:1][C:2]([F:7])([F:6])[C:3]([OH:5])=[O:4].FC(F)(F)C(O)=O.[CH3:15][N:16]1[CH2:21][CH2:20][CH:19]([O:22][C:23]2[CH:28]=[CH:27][C:26]([C:29]3[C:37]4[C:32](=[CH:33][CH:34]=[C:35]([NH2:38])[CH:36]=4)[NH:31][N:30]=3)=[CH:25][CH:24]=2)[CH2:18][CH2:17]1.[N:39]([C:42]1[CH:47]=[CH:46][C:45]([O:48][CH3:49])=[CH:44][C:43]=1[CH3:50])=[C:40]=[O:41].CCN(C(C)C)C(C)C.